This data is from Full USPTO retrosynthesis dataset with 1.9M reactions from patents (1976-2016). The task is: Predict the reactants needed to synthesize the given product. Given the product [CH3:1][C:2]1[O:6][C:5]([C:7]2[CH:8]=[CH:9][CH:10]=[CH:11][CH:12]=2)=[N:4][C:3]=1[CH2:13][O:14][C:15]1[CH:16]=[CH:17][C:18]([CH2:19][O:20]/[N:21]=[C:25]2\[CH2:26][CH:27]([C:34]([OH:36])=[O:35])[C:28]3[C:33]\2=[CH:32][CH:31]=[CH:30][CH:29]=3)=[CH:22][CH:23]=1, predict the reactants needed to synthesize it. The reactants are: [CH3:1][C:2]1[O:6][C:5]([C:7]2[CH:12]=[CH:11][CH:10]=[CH:9][CH:8]=2)=[N:4][C:3]=1[CH2:13][O:14][C:15]1[CH:23]=[CH:22][C:18]([CH2:19][O:20][NH2:21])=[CH:17][CH:16]=1.O=[C:25]1[C:33]2[C:28](=[CH:29][CH:30]=[CH:31][CH:32]=2)[CH:27]([C:34]([OH:36])=[O:35])[CH2:26]1.C(O)(=O)C.C([O-])(=O)C.[Na+].